This data is from Catalyst prediction with 721,799 reactions and 888 catalyst types from USPTO. The task is: Predict which catalyst facilitates the given reaction. (1) The catalyst class is: 4. Reactant: [CH3:1][S:2][CH2:3][CH2:4][CH2:5][NH:6][C:7]([C:9]1[S:31][C:12]2[N:13]=[CH:14][N:15]=[C:16]([NH:17][C:18]3[C:19]([O:24][CH:25]4[CH2:30][CH2:29][O:28][CH2:27][CH2:26]4)=[N:20][CH:21]=[CH:22][CH:23]=3)[C:11]=2[C:10]=1[CH3:32])=[O:8].ClC1C=CC=C(C(OO)=[O:41])C=1. Product: [CH3:1][S:2]([CH2:3][CH2:4][CH2:5][NH:6][C:7]([C:9]1[S:31][C:12]2[N:13]=[CH:14][N:15]=[C:16]([NH:17][C:18]3[C:19]([O:24][CH:25]4[CH2:26][CH2:27][O:28][CH2:29][CH2:30]4)=[N:20][CH:21]=[CH:22][CH:23]=3)[C:11]=2[C:10]=1[CH3:32])=[O:8])=[O:41]. (2) Reactant: [CH2:1]([O:11][CH:12](O)[C:13]1[CH:18]=[CH:17][CH:16]=[CH:15][CH:14]=1)[CH2:2][CH2:3][CH2:4][CH2:5][CH2:6][CH2:7][CH2:8][CH:9]=[CH2:10].P(Br)(Br)[Br:21].CO.C(=O)([O-])O.[Na+]. Product: [CH2:1]([O:11][CH:12]([Br:21])[C:13]1[CH:18]=[CH:17][CH:16]=[CH:15][CH:14]=1)[CH2:2][CH2:3][CH2:4][CH2:5][CH2:6][CH2:7][CH2:8][CH:9]=[CH2:10]. The catalyst class is: 27.